The task is: Predict the product of the given reaction.. This data is from Forward reaction prediction with 1.9M reactions from USPTO patents (1976-2016). (1) Given the reactants FC(F)(F)C(O)=O.[F:8][C:9]1([F:16])[CH2:15][CH2:14][CH2:13][NH:12][CH2:11][CH2:10]1.[O:17]1[CH:21]=[C:20]([C:22]2[S:26][CH:25]=[C:24]([C:27](O)=[O:28])[CH:23]=2)[N:19]=[CH:18]1.CCN(C(C)C)C(C)C.CN(C(ON1N=NC2C=CC=NC1=2)=[N+](C)C)C.F[P-](F)(F)(F)(F)F, predict the reaction product. The product is: [F:8][C:9]1([F:16])[CH2:15][CH2:14][CH2:13][N:12]([C:27]([C:24]2[CH:23]=[C:22]([C:20]3[N:19]=[CH:18][O:17][CH:21]=3)[S:26][CH:25]=2)=[O:28])[CH2:11][CH2:10]1. (2) Given the reactants [Br:1][C:2]1[CH:3]=[C:4]2[S:10][C:9]([O:11][CH:12]3[CH2:17][CH2:16][NH:15][CH2:14][CH2:13]3)=[N:8][C:5]2=[N:6][CH:7]=1.Cl[C:19]1[N:24]=[CH:23][C:22]([CH2:25][CH2:26][CH3:27])=[CH:21][N:20]=1.BrC1C=CC2N=C(OC3CCN(C4N=CC(CCC)=CN=4)CC3)SC=2C=1, predict the reaction product. The product is: [Br:1][C:2]1[CH:3]=[C:4]2[S:10][C:9]([O:11][CH:12]3[CH2:17][CH2:16][N:15]([C:19]4[N:24]=[CH:23][C:22]([CH2:25][CH2:26][CH3:27])=[CH:21][N:20]=4)[CH2:14][CH2:13]3)=[N:8][C:5]2=[N:6][CH:7]=1. (3) The product is: [CH:1]([C:4]1[N:9]=[C:8]([C:10]2[NH:12][O:13][C:18](=[O:19])[N:11]=2)[CH:7]=[C:6]([C:14]([F:16])([F:17])[F:15])[N:5]=1)([CH3:3])[CH3:2]. Given the reactants [CH:1]([C:4]1[N:9]=[C:8]([C:10](=[N:12][OH:13])[NH2:11])[CH:7]=[C:6]([C:14]([F:17])([F:16])[F:15])[N:5]=1)([CH3:3])[CH3:2].[C:18](N1C=CN=C1)(N1C=CN=C1)=[O:19].N12CCCN=C1CCCCC2.Cl, predict the reaction product. (4) The product is: [C:1]([N:4]([CH3:20])[C:5]1[N:10]=[CH:9][C:8]([NH:11][C:12]([N:35]2[CH2:36][CH2:37][N:32]([C:29]3[S:30][CH:31]=[C:27]([C:21]4[CH:26]=[CH:25][CH:24]=[CH:23][CH:22]=4)[N:28]=3)[CH2:33][CH2:34]2)=[O:19])=[CH:7][CH:6]=1)(=[O:3])[CH3:2]. Given the reactants [C:1]([N:4]([CH3:20])[C:5]1[N:10]=[CH:9][C:8]([NH:11][C:12](=[O:19])OCC(Cl)(Cl)Cl)=[CH:7][CH:6]=1)(=[O:3])[CH3:2].[C:21]1([C:27]2[N:28]=[C:29]([N:32]3[CH2:37][CH2:36][NH:35][CH2:34][CH2:33]3)[S:30][CH:31]=2)[CH:26]=[CH:25][CH:24]=[CH:23][CH:22]=1.C(N(C(C)C)CC)(C)C.CS(C)=O, predict the reaction product. (5) Given the reactants C1(P(N=[N+]=[N-])(C2C=CC=CC=2)=[O:8])C=CC=CC=1.[CH3:18][O:19][C:20]1[CH:47]=[C:46]([O:48][CH3:49])[CH:45]=[CH:44][C:21]=1[CH2:22][NH:23][C:24]1[N:32]=[C:31]([C:33]2[O:34][CH:35]=[CH:36][CH:37]=2)[C:30]([C:38]2[CH:43]=[CH:42][N:41]=[CH:40][N:39]=2)=[CH:29][C:25]=1C(O)=O.C([N:52]([CH2:55]C)CC)C, predict the reaction product. The product is: [CH3:18][O:19][C:20]1[CH:47]=[C:46]([O:48][CH3:49])[CH:45]=[CH:44][C:21]=1[CH2:22][N:23]1[C:24]2=[N:32][C:31]([C:33]3[O:34][CH:35]=[CH:36][CH:37]=3)=[C:30]([C:38]3[CH:43]=[CH:42][N:41]=[CH:40][N:39]=3)[CH:29]=[C:25]2[NH:52][C:55]1=[O:8]. (6) Given the reactants [CH:1]1([CH:7]([NH:19][C:20]2[CH:21]=[CH:22][C:23]([C:26]([OH:28])=O)=[N:24][CH:25]=2)[C:8]2[O:9][C:10]3[CH:17]=[CH:16][C:15]([F:18])=[CH:14][C:11]=3[C:12]=2[CH3:13])[CH2:6][CH2:5][CH2:4][CH2:3][CH2:2]1.Cl.[CH2:30]([O:32][C:33](=[O:37])[CH2:34][CH2:35][NH2:36])[CH3:31].O.ON1C2C=CC=CC=2N=N1.Cl.C(N=C=NCCCN(C)C)C.[Cl-].[NH4+], predict the reaction product. The product is: [CH:1]1([CH:7]([NH:19][C:20]2[CH:21]=[CH:22][C:23]([C:26]([NH:36][CH2:35][CH2:34][C:33]([O:32][CH2:30][CH3:31])=[O:37])=[O:28])=[N:24][CH:25]=2)[C:8]2[O:9][C:10]3[CH:17]=[CH:16][C:15]([F:18])=[CH:14][C:11]=3[C:12]=2[CH3:13])[CH2:6][CH2:5][CH2:4][CH2:3][CH2:2]1. (7) The product is: [CH:1]1([NH:4][C:5]([C:7]2[CH:8]=[C:9]([C:14]3[CH:19]=[CH:18][C:17]([C:20]4[O:21][C:27]([CH2:28][CH3:29])=[N:23][N:22]=4)=[CH:16][CH:15]=3)[C:10]([CH3:13])=[CH:11][CH:12]=2)=[O:6])[CH2:3][CH2:2]1. Given the reactants [CH:1]1([NH:4][C:5]([C:7]2[CH:8]=[C:9]([C:14]3[CH:19]=[CH:18][C:17]([C:20]([NH:22][NH2:23])=[O:21])=[CH:16][CH:15]=3)[C:10]([CH3:13])=[CH:11][CH:12]=2)=[O:6])[CH2:3][CH2:2]1.C(O[C:27](OCC)(OCC)[CH2:28][CH3:29])C, predict the reaction product. (8) Given the reactants [CH:1]1([C:11]([OH:13])=[O:12])[C:10]2[C:5](=[CH:6][CH:7]=[CH:8][CH:9]=2)[CH2:4][CH2:3][NH:2]1.C(N(CC)CC)C.[C:21]([O:25][C:26](ON=C(C1C=CC=CC=1)C#N)=[O:27])([CH3:24])([CH3:23])[CH3:22], predict the reaction product. The product is: [C:21]([O:25][C:26]([N:2]1[CH2:3][CH2:4][C:5]2[C:10](=[CH:9][CH:8]=[CH:7][CH:6]=2)[CH:1]1[C:11]([OH:13])=[O:12])=[O:27])([CH3:24])([CH3:23])[CH3:22].